Task: Predict the reaction yield, written as a fraction of the theoretical maximum amount of product (1.0 means a 100% yield; for example, 0.34 means a 34% yield).. Dataset: Reaction yield outcomes from USPTO patents with 853,638 reactions (1) The reactants are F[C:2]1[CH:9]=[CH:8][C:5]([CH:6]=[O:7])=[CH:4][CH:3]=1.[CH2:10]([C:13]1[CH:18]=[CH:17][C:16]([OH:19])=[CH:15][CH:14]=1)[CH:11]=[CH2:12].C(=O)([O-])[O-].[K+].[K+]. The catalyst is CN(C=O)C. The product is [CH2:10]([C:13]1[CH:18]=[CH:17][C:16]([O:19][C:2]2[CH:9]=[CH:8][C:5]([CH:6]=[O:7])=[CH:4][CH:3]=2)=[CH:15][CH:14]=1)[CH:11]=[CH2:12]. The yield is 0.630. (2) The reactants are N1CCCCC1.[CH:7]1([O:13][C:14]2[CH:21]=[CH:20][C:17]([CH:18]=O)=[CH:16][C:15]=2[O:22][CH3:23])[CH2:12][CH2:11][CH2:10][CH2:9][CH2:8]1.C([CH2:27][C:28]([NH:30][C:31]1[CH:39]=[CH:38][CH:37]=[CH:36][C:32]=1[C:33]([OH:35])=[O:34])=[O:29])(O)=O.Cl. The catalyst is C1(C)C=CC=CC=1.CCO.O. The product is [CH:7]1([O:13][C:14]2[CH:21]=[CH:20][C:17](/[CH:18]=[CH:27]/[C:28]([NH:30][C:31]3[CH:39]=[CH:38][CH:37]=[CH:36][C:32]=3[C:33]([OH:35])=[O:34])=[O:29])=[CH:16][C:15]=2[O:22][CH3:23])[CH2:12][CH2:11][CH2:10][CH2:9][CH2:8]1. The yield is 0.600. (3) The reactants are C([O:3][C:4](=O)[C:5]([NH:7][CH2:8][CH3:9])=[O:6])C.[CH3:11][O:12][CH:13]([O:16][CH3:17])[CH2:14][NH2:15]. The catalyst is CC(O)C. The product is [CH3:11][O:12][CH:13]([O:16][CH3:17])[CH2:14][NH:15][C:4](=[O:3])[C:5]([NH:7][CH2:8][CH3:9])=[O:6]. The yield is 0.805. (4) The yield is 0.177. The product is [Cl:1][C:2]1[CH:11]=[C:10]2[C:5]([C:6]([OH:18])=[C:7]([C:13]([OH:15])=[O:14])[C:8](=[O:12])[NH:9]2)=[CH:4][C:3]=1[C:19]1[CH:20]=[CH:21][C:22]([C:25]2[CH:30]=[CH:29][CH:28]=[C:27]([O:31][CH3:32])[C:26]=2[OH:33])=[CH:23][CH:24]=1. The reactants are [Cl:1][C:2]1[CH:11]=[C:10]2[C:5]([C:6]([OH:18])=[C:7]([C:13]([O:15]CC)=[O:14])[C:8](=[O:12])[NH:9]2)=[CH:4][C:3]=1[C:19]1[CH:24]=[CH:23][C:22]([C:25]2[CH:30]=[CH:29][CH:28]=[C:27]([O:31][CH3:32])[C:26]=2[OH:33])=[CH:21][CH:20]=1.[OH-].[Li+]. The catalyst is C1COCC1.O. (5) The reactants are [K].Br[C:3]1[CH:11]=[CH:10][C:9]([O:12][CH3:13])=[CH:8][C:4]=1[C:5]([OH:7])=[O:6].[CH3:14][C:15]1[CH:21]=[CH:20][C:19]([N+:22]([O-:24])=[O:23])=[CH:18][C:16]=1[NH2:17].[OH-].[K+]. The catalyst is O.[Cu]. The product is [CH3:14][C:15]1[CH:21]=[CH:20][C:19]([N+:22]([O-:24])=[O:23])=[CH:18][C:16]=1[NH:17][C:3]1[C:4](=[CH:8][C:9]([O:12][CH3:13])=[CH:10][CH:11]=1)[C:5]([OH:7])=[O:6]. The yield is 0.560.